This data is from Peptide-MHC class I binding affinity with 185,985 pairs from IEDB/IMGT. The task is: Regression. Given a peptide amino acid sequence and an MHC pseudo amino acid sequence, predict their binding affinity value. This is MHC class I binding data. (1) The peptide sequence is VLDIISSKQY. The MHC is HLA-A11:01 with pseudo-sequence HLA-A11:01. The binding affinity (normalized) is 0.152. (2) The peptide sequence is DLAQDPMLI. The MHC is HLA-A02:11 with pseudo-sequence HLA-A02:11. The binding affinity (normalized) is 0.0847.